Dataset: Catalyst prediction with 721,799 reactions and 888 catalyst types from USPTO. Task: Predict which catalyst facilitates the given reaction. (1) Reactant: [ClH:1].[NH2:2][CH2:3][CH2:4][N:5]1[N:9]=[N:8][C:7]([N:10]([CH2:31][C:32]2[CH:37]=[C:36]([C:38]([F:41])([F:40])[F:39])[CH:35]=[C:34]([C:42]([F:45])([F:44])[F:43])[CH:33]=2)[C@H:11]2[CH2:17][CH2:16][CH2:15][N:14]([CH2:18][CH:19]3[CH2:21][CH2:20]3)[C:13]3[CH:22]=[C:23]([C:27]([F:30])([F:29])[F:28])[C:24]([CH3:26])=[CH:25][C:12]2=3)=[N:6]1. Product: [ClH:1].[NH2:2][CH2:3][CH2:4][N:5]1[N:9]=[N:8][C:7]([N:10]([CH2:31][C:32]2[CH:33]=[C:34]([C:42]([F:43])([F:44])[F:45])[CH:35]=[C:36]([C:38]([F:41])([F:40])[F:39])[CH:37]=2)[C@H:11]2[CH2:17][CH2:16][CH2:15][N:14]([CH2:18][CH:19]3[CH2:21][CH2:20]3)[C:13]3[CH:22]=[C:23]([C:27]([F:29])([F:30])[F:28])[C:24]([CH3:26])=[CH:25][C:12]2=3)=[N:6]1. The catalyst class is: 27. (2) Reactant: [CH:1]1([C:4]2[CH:9]=[CH:8][C:7]([C:10]([F:15])([F:14])[C:11]([OH:13])=O)=[CH:6][CH:5]=2)[CH2:3][CH2:2]1.P(Cl)(Cl)(Cl)=O.Cl.[NH2:22][CH2:23][C:24]1[CH:25]=[C:26]2[C:30](=[CH:31][CH:32]=1)[C:29](=[O:33])[N:28]([CH:34]1[CH2:39][CH2:38][C:37](=[O:40])[NH:36][C:35]1=[O:41])[CH2:27]2.C(=O)(O)[O-].[Na+]. Product: [CH:1]1([C:4]2[CH:5]=[CH:6][C:7]([C:10]([F:15])([F:14])[C:11]([NH:22][CH2:23][C:24]3[CH:25]=[C:26]4[C:30](=[CH:31][CH:32]=3)[C:29](=[O:33])[N:28]([CH:34]3[CH2:39][CH2:38][C:37](=[O:40])[NH:36][C:35]3=[O:41])[CH2:27]4)=[O:13])=[CH:8][CH:9]=2)[CH2:2][CH2:3]1. The catalyst class is: 17. (3) Reactant: [O:1]=[C:2]1[CH2:5][CH:4]([C:6]([OH:8])=O)[CH2:3]1.CN(C(ON1N=NC2C=CC=NC1=2)=[N+](C)C)C.F[P-](F)(F)(F)(F)F.C(N(CC)C(C)C)(C)C.[Br:42][C:43]1[CH:44]=[C:45]([NH:50][CH3:51])[C:46]([NH2:49])=[CH:47][CH:48]=1. Product: [Br:42][C:43]1[CH:48]=[CH:47][C:46]([NH:49][C:6]([CH:4]2[CH2:3][C:2](=[O:1])[CH2:5]2)=[O:8])=[C:45]([NH:50][CH3:51])[CH:44]=1. The catalyst class is: 3. (4) Reactant: CC(OC([N:8]1[CH2:13][CH2:12][N:11]([C:14]2[S:18][C:17]([C:19]([OH:21])=O)=[CH:16][CH:15]=2)[CH2:10][CH2:9]1)=O)(C)C.ClC(N(C)C)=C(C)C.[NH2:30][C:31]1[N:35](C(OC(C)(C)C)=O)[N:34]=[C:33]([CH2:43][CH2:44][C:45]2[CH:50]=[C:49]([O:51][CH3:52])[CH:48]=[C:47]([O:53][CH3:54])[CH:46]=2)[CH:32]=1.Cl.O1CCOCC1. Product: [CH3:52][O:51][C:49]1[CH:50]=[C:45]([CH2:44][CH2:43][C:33]2[NH:34][N:35]=[C:31]([NH:30][C:19]([C:17]3[S:18][C:14]([N:11]4[CH2:10][CH2:9][NH:8][CH2:13][CH2:12]4)=[CH:15][CH:16]=3)=[O:21])[CH:32]=2)[CH:46]=[C:47]([O:53][CH3:54])[CH:48]=1. The catalyst class is: 859.